Task: Predict the reaction yield, written as a fraction of the theoretical maximum amount of product (1.0 means a 100% yield; for example, 0.34 means a 34% yield).. Dataset: Reaction yield outcomes from USPTO patents with 853,638 reactions (1) The reactants are [C:1]([CH:6]=P(C1C=CC=CC=1)(C1C=CC=CC=1)C1C=CC=CC=1)([O:3][CH2:4][CH3:5])=[O:2].[Br:26][C:27]1[CH:34]=[CH:33][C:30]([CH:31]=O)=[CH:29][C:28]=1[F:35]. The catalyst is C(Cl)Cl. The product is [CH2:4]([O:3][C:1](=[O:2])[CH:6]=[CH:31][C:30]1[CH:33]=[CH:34][C:27]([Br:26])=[C:28]([F:35])[CH:29]=1)[CH3:5]. The yield is 0.870. (2) The reactants are [Cl:1][C:2]1[CH:3]=[C:4]([C:12]2[S:16][C:15]([N:17]3[CH:25]4[CH:20]([CH2:21][N:22](C(OC(C)(C)C)=O)[CH2:23][CH2:24]4)[CH:19]=[N:18]3)=[N:14][N:13]=2)[CH:5]=[CH:6][C:7]=1[O:8][CH:9]([CH3:11])[CH3:10].[F:33][C:34]([F:39])([F:38])[C:35]([OH:37])=[O:36]. The catalyst is C(Cl)Cl. The product is [F:33][C:34]([F:39])([F:38])[C:35]([OH:37])=[O:36].[Cl:1][C:2]1[CH:3]=[C:4]([C:12]2[S:16][C:15]([N:17]3[C:25]4[CH2:24][CH2:23][NH:22][CH2:21][C:20]=4[CH:19]=[N:18]3)=[N:14][N:13]=2)[CH:5]=[CH:6][C:7]=1[O:8][CH:9]([CH3:10])[CH3:11]. The yield is 0.830.